This data is from Full USPTO retrosynthesis dataset with 1.9M reactions from patents (1976-2016). The task is: Predict the reactants needed to synthesize the given product. (1) Given the product [Cl:1][C:2]1[C:3]([CH3:36])=[CH:4][C:5]([O:6][CH2:7][CH2:8][CH2:9][C:10]2[C:18]3[C:13](=[C:14]([C:42]4[CH:43]=[CH:38][N:39]=[CH:40][C:41]=4[C:45]([F:48])([F:47])[F:46])[CH:15]=[CH:16][CH:17]=3)[NH:12][C:11]=2[C:28]([O:30][CH2:31][CH3:32])=[O:29])=[CH:33][C:34]=1[CH3:35], predict the reactants needed to synthesize it. The reactants are: [Cl:1][C:2]1[C:34]([CH3:35])=[CH:33][C:5]([O:6][CH2:7][CH2:8][CH2:9][C:10]2[C:18]3[C:13](=[C:14](B4OC(C)(C)C(C)(C)O4)[CH:15]=[CH:16][CH:17]=3)[NH:12][C:11]=2[C:28]([O:30][CH2:31][CH3:32])=[O:29])=[CH:4][C:3]=1[CH3:36].Cl[C:38]1[CH:43]=[C:42](I)[C:41]([C:45]([F:48])([F:47])[F:46])=[CH:40][N:39]=1. (2) Given the product [F:21][C:5]1[CH:4]=[CH:3][CH:2]=[CH:7][C:6]=1[C@@:8]1([CH3:20])[N:16]=[C:15]([NH2:17])[C:11]2([CH2:12][CH2:13][CH2:14]2)[S:10](=[O:19])(=[O:18])[CH2:9]1, predict the reactants needed to synthesize it. The reactants are: Br[C:2]1[CH:3]=[CH:4][C:5]([F:21])=[C:6]([C@@:8]2([CH3:20])[N:16]=[C:15]([NH2:17])[C:11]3([CH2:14][CH2:13][CH2:12]3)[S:10](=[O:19])(=[O:18])[CH2:9]2)[CH:7]=1.N. (3) The reactants are: Br[CH:2]([C:6]([C:8]1[CH:13]=[CH:12][C:11]([Cl:14])=[CH:10][CH:9]=1)=O)[C:3]([NH2:5])=[O:4].[NH2:15][C:16]([NH2:18])=[S:17]. Given the product [NH2:18][C:16]1[S:17][C:2]([C:3]([NH2:5])=[O:4])=[C:6]([C:8]2[CH:13]=[CH:12][C:11]([Cl:14])=[CH:10][CH:9]=2)[N:15]=1, predict the reactants needed to synthesize it. (4) Given the product [C:1]([Si:5]([CH3:23])([CH3:22])[O:6][C@@H:7]1[C:15]2[C:10](=[C:11]([C:16](=[O:21])[C:17]([CH3:20])([CH3:19])[CH3:18])[CH:12]=[CH:13][CH:14]=2)[CH2:9][CH2:8]1)([CH3:4])([CH3:3])[CH3:2], predict the reactants needed to synthesize it. The reactants are: [C:1]([Si:5]([CH3:23])([CH3:22])[O:6][C@@H:7]1[C:15]2[C:10](=[C:11]([CH:16]([OH:21])[C:17]([CH3:20])([CH3:19])[CH3:18])[CH:12]=[CH:13][CH:14]=2)[CH2:9][CH2:8]1)([CH3:4])([CH3:3])[CH3:2]. (5) Given the product [CH3:1][O:2][C:3]1[CH:4]=[CH:5][C:6]([C:9]2[CH:17]=[C:16]3[C:12]([C:13](=[CH:19][C:21]4[NH:22][C:23]5[CH2:24][CH2:25][CH2:26][CH2:27][C:28]=5[C:29]=4[CH2:30][CH2:31][C:32]([OH:34])=[O:33])[C:14](=[O:18])[NH:15]3)=[CH:11][CH:10]=2)=[CH:7][CH:8]=1, predict the reactants needed to synthesize it. The reactants are: [CH3:1][O:2][C:3]1[CH:8]=[CH:7][C:6]([C:9]2[CH:17]=[C:16]3[C:12]([CH2:13][C:14](=[O:18])[NH:15]3)=[CH:11][CH:10]=2)=[CH:5][CH:4]=1.[CH:19]([C:21]1[NH:22][C:23]2[CH2:24][CH2:25][CH2:26][CH2:27][C:28]=2[C:29]=1[CH2:30][CH2:31][C:32]([OH:34])=[O:33])=O.